Dataset: Reaction yield outcomes from USPTO patents with 853,638 reactions. Task: Predict the reaction yield, written as a fraction of the theoretical maximum amount of product (1.0 means a 100% yield; for example, 0.34 means a 34% yield). (1) The reactants are [CH2:1]([C:3]1[S:7][C:6]2[CH:8]=[C:9]([OH:12])[CH:10]=[CH:11][C:5]=2[CH:4]=1)[CH3:2].[C:13](Cl)(=[O:15])[CH3:14].CCN(CC)CC. No catalyst specified. The yield is 0.930. The product is [C:13]([O:12][C:9]1[CH:10]=[CH:11][C:5]2[CH:4]=[C:3]([CH2:1][CH3:2])[S:7][C:6]=2[CH:8]=1)(=[O:15])[CH3:14]. (2) The reactants are [Br:1][C:2]1[CH:7]=[C:6]([C:8]2[N:13]=[CH:12][CH:11]=[CH:10][N:9]=2)[C:5]([NH:14]C(=O)C(C)(C)C)=[C:4]([N+:21]([O-:23])=[O:22])[CH:3]=1. The catalyst is Cl.O. The product is [Br:1][C:2]1[CH:7]=[C:6]([C:8]2[N:9]=[CH:10][CH:11]=[CH:12][N:13]=2)[C:5]([NH2:14])=[C:4]([N+:21]([O-:23])=[O:22])[CH:3]=1. The yield is 0.910. (3) The reactants are [Cl-].[Al+3].[Cl-].[Cl-].[C:5](Cl)(=[O:8])[CH2:6][CH3:7].[CH2:10]([S:12][C:13]1[CH:18]=[CH:17][CH:16]=[CH:15][CH:14]=1)[CH3:11].Cl. The catalyst is C(Cl)Cl. The product is [CH2:10]([S:12][C:13]1[CH:18]=[CH:17][C:16]([C:5](=[O:8])[CH2:6][CH3:7])=[CH:15][CH:14]=1)[CH3:11]. The yield is 0.880. (4) The reactants are [NH2:1][C:2]1[C:7]([N+:8]([O-:10])=[O:9])=[CH:6][CH:5]=[C:4](Cl)[N:3]=1.[Cl:12][C:13]1[CH:18]=[CH:17][C:16](B(O)O)=[CH:15][CH:14]=1.C(=O)([O-])[O-].[Na+].[Na+].[Cl-].[Li+]. The catalyst is ClCCl.O.C1C=CC([P]([Pd]([P](C2C=CC=CC=2)(C2C=CC=CC=2)C2C=CC=CC=2)([P](C2C=CC=CC=2)(C2C=CC=CC=2)C2C=CC=CC=2)[P](C2C=CC=CC=2)(C2C=CC=CC=2)C2C=CC=CC=2)(C2C=CC=CC=2)C2C=CC=CC=2)=CC=1.C(O)C.C1(C)C=CC=CC=1.O. The product is [Cl:12][C:13]1[CH:18]=[CH:17][C:16]([C:4]2[N:3]=[C:2]([NH2:1])[C:7]([N+:8]([O-:10])=[O:9])=[CH:6][CH:5]=2)=[CH:15][CH:14]=1. The yield is 0.270. (5) The reactants are [BH4-].[Na+].[C:3]([NH:6][C@@H:7]1[C:12](=O)[O:11][C:9](=[O:10])[CH2:8]1)(=[O:5])[CH3:4].O. The product is [O:10]=[C:9]1[O:11][CH2:12][C@@H:7]([NH:6][C:3](=[O:5])[CH3:4])[CH2:8]1. The yield is 0.830. The catalyst is O1CCCC1. (6) The reactants are C(O)(C(F)(F)F)=O.[F:8][C:9]([F:64])([F:63])[C:10]1[CH:11]=[C:12]([C@H:20]2[O:24][C:23](=[O:25])[N:22]([CH2:26][C:27]3[C:32]([C:33]4[C:34]([O:54][CH3:55])=[N:35][CH:36]=[C:37]([C:39]5[C:51]([CH3:52])=[CH:50][C:42]([C:43]([O:45]C(C)(C)C)=[O:44])=[CH:41][C:40]=5[CH3:53])[CH:38]=4)=[CH:31][CH:30]=[C:29]([N:56]4[CH2:61][CH2:60][O:59][CH2:58][CH2:57]4)[N:28]=3)[C@H:21]2[CH3:62])[CH:13]=[C:14]([C:16]([F:19])([F:18])[F:17])[CH:15]=1. The catalyst is C(Cl)Cl. The product is [F:19][C:16]([F:17])([F:18])[C:14]1[CH:13]=[C:12]([C@H:20]2[O:24][C:23](=[O:25])[N:22]([CH2:26][C:27]3[C:32]([C:33]4[C:34]([O:54][CH3:55])=[N:35][CH:36]=[C:37]([C:39]5[C:40]([CH3:53])=[CH:41][C:42]([C:43]([OH:45])=[O:44])=[CH:50][C:51]=5[CH3:52])[CH:38]=4)=[CH:31][CH:30]=[C:29]([N:56]4[CH2:61][CH2:60][O:59][CH2:58][CH2:57]4)[N:28]=3)[C@H:21]2[CH3:62])[CH:11]=[C:10]([C:9]([F:64])([F:63])[F:8])[CH:15]=1. The yield is 0.700. (7) The reactants are [CH3:1][N:2]1[CH:6]=[CH:5][N:4]=[C:3]1[C:7]1[S:15][C:14]2[C:9](=[N:10][CH:11]=[CH:12][C:13]=2[NH:16][C:17]2[CH:22]=[CH:21][C:20]([NH2:23])=[CH:19][CH:18]=2)[CH:8]=1.Cl.Cl.N1C2C(=NC=CC=2OC2C=CC(N[C:43]([NH:45][C:46](=[O:56])[CH2:47][C:48]3[C:53](Cl)=[CH:52][CH:51]=[CH:50][C:49]=3Cl)=[S:44])=CC=2F)C=C1.ClC1C=CC=C(Cl)C=1CC(N=C=S)=O.[N-]=C=S. No catalyst specified. The product is [CH3:1][N:2]1[CH:6]=[CH:5][N:4]=[C:3]1[C:7]1[S:15][C:14]2[C:9](=[N:10][CH:11]=[CH:12][C:13]=2[NH:16][C:17]2[CH:22]=[CH:21][C:20]([NH:23][C:43]([NH:45][C:46](=[O:56])[CH2:47][C:48]3[CH:49]=[CH:50][CH:51]=[CH:52][CH:53]=3)=[S:44])=[CH:19][CH:18]=2)[CH:8]=1. The yield is 0.120. (8) The reactants are Cl[C:2]1[N:7]=[C:6]([NH:8][C:9]2[CH:14]=[CH:13][CH:12]=[CH:11][C:10]=2[S:15]([N:18]([CH3:20])[CH3:19])(=[O:17])=[O:16])[C:5]([Cl:21])=[CH:4][N:3]=1.[NH2:22][C:23]1[C:43]([O:44][CH3:45])=[CH:42][C:26]2[CH2:27][CH2:28][N:29]([CH2:32][C:33]([N:35]3[CH2:40][CH2:39][N:38]([CH3:41])[CH2:37][CH2:36]3)=[O:34])[CH2:30][CH2:31][C:25]=2[CH:24]=1. No catalyst specified. The product is [Cl:21][C:5]1[C:6]([NH:8][C:9]2[CH:14]=[CH:13][CH:12]=[CH:11][C:10]=2[S:15]([N:18]([CH3:20])[CH3:19])(=[O:17])=[O:16])=[N:7][C:2]([NH:22][C:23]2[C:43]([O:44][CH3:45])=[CH:42][C:26]3[CH2:27][CH2:28][N:29]([CH2:32][C:33]([N:35]4[CH2:36][CH2:37][N:38]([CH3:41])[CH2:39][CH2:40]4)=[O:34])[CH2:30][CH2:31][C:25]=3[CH:24]=2)=[N:3][CH:4]=1. The yield is 0.360.